Dataset: Catalyst prediction with 721,799 reactions and 888 catalyst types from USPTO. Task: Predict which catalyst facilitates the given reaction. (1) Reactant: [CH2:1]([O:8][C:9]1[CH:14]=[CH:13][C:12]([CH2:15][CH2:16][OH:17])=[CH:11][C:10]=1[C@@H:18]([C:28]1[CH:33]=[CH:32][CH:31]=[CH:30][CH:29]=1)[CH2:19][CH2:20][N:21]([CH:25]([CH3:27])[CH3:26])[CH:22]([CH3:24])[CH3:23])[C:2]1[CH:7]=[CH:6][CH:5]=[CH:4][CH:3]=1.C1(P(C2C=CC=CC=2)C2C=CC=CC=2)C=CC=CC=1.N(/C(OC(C)(C)C)=O)=N\C(OC(C)(C)C)=O.C(OC(=O)[NH:75][CH2:76][CH2:77][C:78]1[CH:83]=[CH:82][C:81](O)=[CH:80][CH:79]=1)(C)(C)C.Cl. Product: [NH3:21].[NH2:75][CH2:76][CH2:77][C:78]1[CH:83]=[CH:82][C:81]([O:17][CH2:16][CH2:15][C:12]2[CH:13]=[CH:14][C:9]([O:8][CH2:1][C:2]3[CH:3]=[CH:4][CH:5]=[CH:6][CH:7]=3)=[C:10]([C@@H:18]([C:28]3[CH:29]=[CH:30][CH:31]=[CH:32][CH:33]=3)[CH2:19][CH2:20][N:21]([CH:25]([CH3:26])[CH3:27])[CH:22]([CH3:23])[CH3:24])[CH:11]=2)=[CH:80][CH:79]=1. The catalyst class is: 7. (2) Reactant: CC1(C)CCCC(C)(C)N1.[Li]CCCC.[B:16](OC(C)C)([O:21]C(C)C)[O:17]C(C)C.[CH:29]1([C:33]2[CH:38]=[CH:37][CH:36]=[C:35]([F:39])[C:34]=2[O:40][CH3:41])[CH2:32][CH2:31][CH2:30]1.[NH4+].[Cl-]. Product: [CH:29]1([C:33]2[CH:38]=[CH:37][C:36]([B:16]([OH:21])[OH:17])=[C:35]([F:39])[C:34]=2[O:40][CH3:41])[CH2:30][CH2:31][CH2:32]1. The catalyst class is: 90. (3) Reactant: [NH:1]1[C:5]2[CH:6]=[CH:7][CH:8]=[CH:9]C=2N=N1.N1CCC[CH2:12][CH2:11]1.[F:16][C:17]([F:50])([F:49])[C:18]1[CH:19]=[C:20]([CH:42]=[C:43]([C:45]([F:48])([F:47])[F:46])[CH:44]=1)[CH2:21][N:22]([CH2:29][C:30]1[CH:37]=[C:36]([C:38]([F:41])([F:40])[F:39])[CH:35]=[CH:34][C:31]=1[CH:32]=O)[C:23]1[N:24]=[N:25][N:26]([CH3:28])[N:27]=1. Product: [F:50][C:17]([F:49])([F:16])[C:18]1[CH:19]=[C:20]([CH:42]=[C:43]([C:45]([F:46])([F:47])[F:48])[CH:44]=1)[CH2:21][N:22]([CH2:29][C:30]1[CH:37]=[C:36]([C:38]([F:39])([F:41])[F:40])[CH:35]=[CH:34][C:31]=1[CH:32]([N:1]1[CH2:5][CH2:6][CH2:7][CH2:8][CH2:9]1)[CH2:11][CH3:12])[C:23]1[N:24]=[N:25][N:26]([CH3:28])[N:27]=1. The catalyst class is: 8. (4) Reactant: [F:1][C:2]1[CH:3]=[C:4]([C:13](=O)[CH2:14][O:15][CH3:16])[CH:5]=[CH:6][C:7]=1[O:8][C:9]([F:12])([F:11])[F:10].Cl.[NH2:19][OH:20].C(N(CC)CC)C. Product: [F:1][C:2]1[CH:3]=[C:4]([C:13](=[N:19][OH:20])[CH2:14][O:15][CH3:16])[CH:5]=[CH:6][C:7]=1[O:8][C:9]([F:12])([F:11])[F:10]. The catalyst class is: 8. (5) Reactant: [C:1]([C:5]1[N:9]([CH2:10][CH:11]2[CH2:16][O:15][CH2:14][CH2:13][O:12]2)[C:8]2[CH:17]=[CH:18][C:19]([NH:21][C:22](=O)OC)=[CH:20][C:7]=2[N:6]=1)([CH3:4])([CH3:3])[CH3:2].Cl.CCOCC.[H-].[H-].[H-].[H-].[Li+].[Al+3].[C:38]([NH:41][C:42]1[CH:47]=[CH:46][C:45]([S:48](Cl)(=[O:50])=[O:49])=[CH:44][CH:43]=1)(=[O:40])[CH3:39]. Product: [C:1]([C:5]1[N:9]([CH2:10][CH:11]2[CH2:16][O:15][CH2:14][CH2:13][O:12]2)[C:8]2[CH:17]=[CH:18][C:19]([N:21]([CH3:22])[S:48]([C:45]3[CH:44]=[CH:43][C:42]([NH:41][C:38](=[O:40])[CH3:39])=[CH:47][CH:46]=3)(=[O:50])=[O:49])=[CH:20][C:7]=2[N:6]=1)([CH3:2])([CH3:4])[CH3:3]. The catalyst class is: 1. (6) Reactant: [CH2:1]([O:8][C:9]([NH:11][C@H:12]1[CH2:17][CH2:16][C@H:15]([O:18][C:19]([NH:21][C:22]2[CH:27]=[C:26]([CH2:28][CH2:29][CH2:30][C:31]([O:33]CC)=[O:32])[CH:25]=[CH:24][C:23]=2[C:36]2[CH:41]=[CH:40][CH:39]=[CH:38][CH:37]=2)=[O:20])[CH2:14][CH2:13]1)=[O:10])[C:2]1[CH:7]=[CH:6][CH:5]=[CH:4][CH:3]=1.[OH-].[Na+].O.Cl. Product: [CH2:1]([O:8][C:9]([NH:11][C@H:12]1[CH2:13][CH2:14][C@H:15]([O:18][C:19]([NH:21][C:22]2[CH:27]=[C:26]([CH2:28][CH2:29][CH2:30][C:31]([OH:33])=[O:32])[CH:25]=[CH:24][C:23]=2[C:36]2[CH:41]=[CH:40][CH:39]=[CH:38][CH:37]=2)=[O:20])[CH2:16][CH2:17]1)=[O:10])[C:2]1[CH:7]=[CH:6][CH:5]=[CH:4][CH:3]=1. The catalyst class is: 305. (7) Reactant: [CH3:1][O:2][C:3]1[CH:4]=[C:5]2[C:10](=[CH:11][C:12]=1[O:13][CH3:14])[N:9]=[CH:8][CH:7]=[C:6]2[O:15][C:16]1[CH:22]=[CH:21][C:19]([NH2:20])=[C:18]([F:23])[CH:17]=1.C(O)C.[CH3:27][C:28]1[CH:33]=[CH:32][CH:31]=[CH:30][C:29]=1[C:34]([N:36]=[C:37]=[S:38])=[O:35]. Product: [CH3:1][O:2][C:3]1[CH:4]=[C:5]2[C:10](=[CH:11][C:12]=1[O:13][CH3:14])[N:9]=[CH:8][CH:7]=[C:6]2[O:15][C:16]1[CH:22]=[CH:21][C:19]([NH:20][C:37]([NH:36][C:34](=[O:35])[C:29]2[CH:30]=[CH:31][CH:32]=[CH:33][C:28]=2[CH3:27])=[S:38])=[C:18]([F:23])[CH:17]=1. The catalyst class is: 11. (8) Reactant: [Br:1][C:2]1[CH:7]=[CH:6][C:5]([C:8](=[O:10])[CH3:9])=[C:4]([F:11])[CH:3]=1.[Br-:12]. Product: [Br:1][C:2]1[CH:7]=[CH:6][C:5]([C:8](=[O:10])[CH2:9][Br:12])=[C:4]([F:11])[CH:3]=1. The catalyst class is: 13.